From a dataset of Peptide-MHC class I binding affinity with 185,985 pairs from IEDB/IMGT. Regression. Given a peptide amino acid sequence and an MHC pseudo amino acid sequence, predict their binding affinity value. This is MHC class I binding data. (1) The peptide sequence is EMVEYLENQL. The MHC is HLA-A02:06 with pseudo-sequence HLA-A02:06. The binding affinity (normalized) is 0.442. (2) The peptide sequence is QEFRYMNSQG. The MHC is HLA-B40:01 with pseudo-sequence HLA-B40:01. The binding affinity (normalized) is 0.369. (3) The peptide sequence is RDYVDRFYKTL. The MHC is HLA-A68:02 with pseudo-sequence HLA-A68:02. The binding affinity (normalized) is 0. (4) The peptide sequence is SQIFNIISY. The MHC is HLA-A31:01 with pseudo-sequence HLA-A31:01. The binding affinity (normalized) is 0.370. (5) The peptide sequence is SPGDNSAKF. The MHC is HLA-B51:01 with pseudo-sequence HLA-B51:01. The binding affinity (normalized) is 0.0847.